The task is: Predict the reaction yield, written as a fraction of the theoretical maximum amount of product (1.0 means a 100% yield; for example, 0.34 means a 34% yield).. This data is from Reaction yield outcomes from USPTO patents with 853,638 reactions. (1) The product is [F:1][C:2]1[CH:3]=[CH:4][C:5](/[CH:6]=[CH:7]/[C:8]([N:31]2[CH2:32][CH2:33][N:28]3[C:27](=[O:34])[O:26][C:25]([C:35]4[CH:36]=[CH:37][CH:38]=[CH:39][CH:40]=4)([C:19]4[CH:24]=[CH:23][CH:22]=[CH:21][CH:20]=4)[CH:29]3[CH2:30]2)=[O:10])=[CH:11][CH:12]=1. The catalyst is O1CCCC1.CN(C)C=O.C(N(C(C)C)CC)(C)C. The yield is 0.360. The reactants are [F:1][C:2]1[CH:12]=[CH:11][C:5]([CH:6]=[CH:7][C:8]([OH:10])=O)=[CH:4][CH:3]=1.C(Cl)(=O)C(Cl)=O.[C:19]1([C:25]2([C:35]3[CH:40]=[CH:39][CH:38]=[CH:37][CH:36]=3)[CH:29]3[CH2:30][NH:31][CH2:32][CH2:33][N:28]3[C:27](=[O:34])[O:26]2)[CH:24]=[CH:23][CH:22]=[CH:21][CH:20]=1.C(=O)([O-])O.[Na+]. (2) The reactants are [NH2:1][C:2]1[S:3][CH:4]=[CH:5][N:6]=1.[C:7]([N:14]1[CH:18]=[CH:17]N=[CH:15]1)(N1C=CN=C1)=[O:8].CN[C:21]1[CH:26]=[CH:25][CH:24]=[CH:23][C:22]=1[O:27][C:28]1C=C[CH:31]=[CH:30][CH:29]=1.C(OCC)(=O)C. The catalyst is ClC(Cl)C. The product is [CH3:15][N:14]([C:18]1[CH:17]=[CH:31][CH:30]=[CH:29][C:28]=1[O:27][C:22]1[CH:23]=[CH:24][CH:25]=[CH:26][CH:21]=1)[C:7]([NH:1][C:2]1[S:3][CH:4]=[CH:5][N:6]=1)=[O:8]. The yield is 0.730. (3) The reactants are [F:1][C:2]1[C:7]([C:8]2[CH:13]=[CH:12][CH:11]=[C:10]([CH3:14])[CH:9]=2)=[C:6]([C@H:15]([O:29][CH2:30][CH2:31][OH:32])[C@@H:16]2[O:21][CH2:20][CH2:19][N:18]([C:22]([O:24][C:25]([CH3:28])([CH3:27])[CH3:26])=[O:23])[CH2:17]2)[CH:5]=[CH:4][CH:3]=1.CCN(CC)CC.[CH3:40][S:41](Cl)(=[O:43])=[O:42].O. The catalyst is C(Cl)Cl. The product is [F:1][C:2]1[C:7]([C:8]2[CH:13]=[CH:12][CH:11]=[C:10]([CH3:14])[CH:9]=2)=[C:6]([C@H:15]([O:29][CH2:30][CH2:31][O:32][S:41]([CH3:40])(=[O:43])=[O:42])[C@@H:16]2[O:21][CH2:20][CH2:19][N:18]([C:22]([O:24][C:25]([CH3:26])([CH3:27])[CH3:28])=[O:23])[CH2:17]2)[CH:5]=[CH:4][CH:3]=1. The yield is 0.950. (4) The reactants are [Br:1][C:2]1[C:6]2[N:7]=[C:8](Cl)[N:9]=[CH:10][C:5]=2[S:4][CH:3]=1.C(O)(C)C.[NH3:16]. No catalyst specified. The product is [Br:1][C:2]1[C:6]2[N:7]=[C:8]([NH2:16])[N:9]=[CH:10][C:5]=2[S:4][CH:3]=1. The yield is 0.600. (5) The reactants are [NH2:1][C:2]1[CH:16]=[CH:15][C:5]([CH2:6][P:7](=[O:14])([O:11][CH2:12][CH3:13])[O:8][CH2:9][CH3:10])=[CH:4][CH:3]=1.[F:17][C:18]1[CH:23]=[CH:22][C:21]([C:24]2[O:28][N:27]=[CH:26][C:25]=2[CH2:29][CH2:30][C:31](O)=[O:32])=[CH:20][CH:19]=1.ON1C2N=CC=CC=2N=N1.C(N=C=NCCCN(C)C)C.Cl. The catalyst is CN(C)C=O. The product is [CH2:12]([O:11][P:7]([CH2:6][C:5]1[CH:4]=[CH:3][C:2]([NH:1][C:31](=[O:32])[CH2:30][CH2:29][C:25]2[CH:26]=[N:27][O:28][C:24]=2[C:21]2[CH:22]=[CH:23][C:18]([F:17])=[CH:19][CH:20]=2)=[CH:16][CH:15]=1)([O:8][CH2:9][CH3:10])=[O:14])[CH3:13]. The yield is 0.700. (6) The reactants are [Cl:1][C:2]1[CH:3]=[C:4]([NH:22][C:23](=[O:28])[CH2:24][C:25]([OH:27])=[O:26])[CH:5]=[C:6]([CH3:21])[C:7]=1[O:8][C:9]1[CH:10]=[C:11]2[C:15](=[CH:16][CH:17]=1)[NH:14][CH:13]=[C:12]2[CH:18]([CH3:20])[CH3:19].[OH-].[K+:30]. The catalyst is C1COCC1. The product is [Cl:1][C:2]1[CH:3]=[C:4]([NH:22][C:23](=[O:28])[CH2:24][C:25]([O-:27])=[O:26])[CH:5]=[C:6]([CH3:21])[C:7]=1[O:8][C:9]1[CH:10]=[C:11]2[C:15](=[CH:16][CH:17]=1)[NH:14][CH:13]=[C:12]2[CH:18]([CH3:19])[CH3:20].[K+:30]. The yield is 0.990. (7) The product is [ClH:1].[ClH:1].[F:21][C:18]1[CH:19]=[C:20]2[C:15]([C:14]([C:22]#[N:23])=[CH:13][C:12](=[O:24])[N:11]2[CH2:10][CH2:9][N:6]2[CH2:5][CH2:4][CH:3]([NH:2][CH2:36][C:34]3[CH:33]=[CH:32][C:29]4[O:30][CH2:31][C:26](=[O:25])[NH:27][C:28]=4[N:35]=3)[CH2:8][CH2:7]2)=[CH:16][CH:17]=1. The yield is 0.550. The reactants are [ClH:1].[NH2:2][CH:3]1[CH2:8][CH2:7][N:6]([CH2:9][CH2:10][N:11]2[C:20]3[C:15](=[CH:16][CH:17]=[C:18]([F:21])[CH:19]=3)[C:14]([C:22]#[N:23])=[CH:13][C:12]2=[O:24])[CH2:5][CH2:4]1.[O:25]=[C:26]1[CH2:31][O:30][C:29]2[CH:32]=[CH:33][C:34]([CH:36]=O)=[N:35][C:28]=2[NH:27]1.C([O-])(=O)C.[Na+].C([BH3-])#N.Cl. The catalyst is ClCCl.O1CCOCC1.C(O)(=O)C.C(Cl)(Cl)Cl.CO.